This data is from Full USPTO retrosynthesis dataset with 1.9M reactions from patents (1976-2016). The task is: Predict the reactants needed to synthesize the given product. (1) Given the product [C:29]([CH2:2][C:3]1[CH:8]=[CH:7][N:6]=[C:5]([C:9]2[CH:23]=[CH:22][C:21]([C:24]([F:27])([F:26])[F:25])=[CH:20][C:10]=2[CH2:11][N:12]([CH2:18][CH3:19])[C:13]([CH:15]2[CH2:17][CH2:16]2)=[O:14])[N:4]=1)#[N:30], predict the reactants needed to synthesize it. The reactants are: Br[CH2:2][C:3]1[CH:8]=[CH:7][N:6]=[C:5]([C:9]2[CH:23]=[CH:22][C:21]([C:24]([F:27])([F:26])[F:25])=[CH:20][C:10]=2[CH2:11][N:12]([CH2:18][CH3:19])[C:13]([CH:15]2[CH2:17][CH2:16]2)=[O:14])[N:4]=1.O.[C-:29]#[N:30].[K+]. (2) Given the product [Cl:38][C:34]1[CH:33]=[C:32]([CH:37]=[CH:36][CH:35]=1)[CH2:31][NH:30][C:26]1[N:25]=[C:24]([C:23]2[C:18]3[C:19](=[N:20][C:15]([NH:14][CH:11]4[CH2:10][CH2:9][CH:8]([NH2:7])[CH2:13][CH2:12]4)=[N:16][CH:17]=3)[NH:21][N:22]=2)[CH:29]=[CH:28][N:27]=1, predict the reactants needed to synthesize it. The reactants are: C(OC(=O)[NH:7][CH:8]1[CH2:13][CH2:12][CH:11]([NH:14][C:15]2[N:20]=[C:19]3[NH:21][N:22]=[C:23]([C:24]4[CH:29]=[CH:28][N:27]=[C:26]([NH:30][CH2:31][C:32]5[CH:37]=[CH:36][CH:35]=[C:34]([Cl:38])[CH:33]=5)[N:25]=4)[C:18]3=[CH:17][N:16]=2)[CH2:10][CH2:9]1)(C)(C)C.Cl. (3) Given the product [C:1]([O:5][C:6]([N:8]1[CH2:14][CH2:13][CH2:12][N:11]([C:15]([C:17]2[CH:18]=[C:19]3[C:23](=[CH:24][CH:25]=2)[NH:22][C:21]([C:26]([N:36]2[CH2:35][CH2:34][N:33]([C:31](=[O:32])[N:30]([CH3:29])[CH3:39])[CH2:38][CH2:37]2)=[O:28])=[CH:20]3)=[O:16])[CH2:10][CH2:9]1)=[O:7])([CH3:4])([CH3:3])[CH3:2], predict the reactants needed to synthesize it. The reactants are: [C:1]([O:5][C:6]([N:8]1[CH2:14][CH2:13][CH2:12][N:11]([C:15]([C:17]2[CH:18]=[C:19]3[C:23](=[CH:24][CH:25]=2)[NH:22][C:21]([C:26]([OH:28])=O)=[CH:20]3)=[O:16])[CH2:10][CH2:9]1)=[O:7])([CH3:4])([CH3:3])[CH3:2].[CH3:29][N:30]([CH3:39])[C:31]([N:33]1[CH2:38][CH2:37][NH:36][CH2:35][CH2:34]1)=[O:32].